From a dataset of Reaction yield outcomes from USPTO patents with 853,638 reactions. Predict the reaction yield, written as a fraction of the theoretical maximum amount of product (1.0 means a 100% yield; for example, 0.34 means a 34% yield). (1) The reactants are [CH3:1][O:2][C:3]1[CH:4]=[C:5]2[C:10](=[CH:11][C:12]=1[O:13][CH3:14])[N:9]=[CH:8][CH:7]=[C:6]2[O:15][C:16]1[CH:22]=[CH:21][C:19]([NH2:20])=[C:18]([CH3:23])[C:17]=1[CH3:24].C1(C)C=CC=CC=1.C(N(CC)CC)C.Cl[C:40](Cl)([O:42][C:43](=[O:49])OC(Cl)(Cl)Cl)Cl.[F:51][C:52]([F:63])([F:62])[C:53]1[CH:54]=[C:55]([CH:59]=[CH:60][CH:61]=1)[CH2:56]CO. The catalyst is C(Cl)Cl. The product is [CH3:1][O:2][C:3]1[CH:4]=[C:5]2[C:10](=[CH:11][C:12]=1[O:13][CH3:14])[N:9]=[CH:8][CH:7]=[C:6]2[O:15][C:16]1[CH:22]=[CH:21][C:19]([NH:20][C:43](=[O:49])[O:42][CH2:40][CH2:56][C:55]2[CH:59]=[CH:60][CH:61]=[C:53]([C:52]([F:51])([F:62])[F:63])[CH:54]=2)=[C:18]([CH3:23])[C:17]=1[CH3:24]. The yield is 0.730. (2) The reactants are [Cl:1][C:2]1[C:3]([O:14][C@H:15]2[CH2:19][N:18](C(OC(C)(C)C)=O)[C@H:17]([C:27]([O:29][CH3:30])=[O:28])[CH2:16]2)=[N:4][C:5]2[C:10]([N:11]=1)=[CH:9][CH:8]=[C:7]([O:12][CH3:13])[CH:6]=2.Cl.O1CCOCC1. The catalyst is C(Cl)Cl. The product is [ClH:1].[Cl:1][C:2]1[C:3]([O:14][C@H:15]2[CH2:19][NH:18][C@H:17]([C:27]([O:29][CH3:30])=[O:28])[CH2:16]2)=[N:4][C:5]2[C:10]([N:11]=1)=[CH:9][CH:8]=[C:7]([O:12][CH3:13])[CH:6]=2. The yield is 0.950. (3) The reactants are C(OC(=O)[NH:7][CH2:8][C:9]1[CH:14]=[CH:13][CH:12]=[C:11]([CH:15]2[CH2:20][CH2:19][N:18]([C:21]([C:23]3[O:24][C:25]([C:28]#[C:29][C:30]4[CH:35]=[CH:34][CH:33]=[CH:32][C:31]=4[F:36])=[CH:26][CH:27]=3)=[O:22])[CH2:17][CH2:16]2)[CH:10]=1)(C)(C)C.[F:38][C:39]([F:44])([F:43])[C:40]([OH:42])=[O:41]. The catalyst is ClCCl. The product is [F:38][C:39]([F:44])([F:43])[C:40]([OH:42])=[O:41].[NH2:7][CH2:8][C:9]1[CH:10]=[C:11]([CH:15]2[CH2:20][CH2:19][N:18]([C:21]([C:23]3[O:24][C:25]([C:28]#[C:29][C:30]4[CH:35]=[CH:34][CH:33]=[CH:32][C:31]=4[F:36])=[CH:26][CH:27]=3)=[O:22])[CH2:17][CH2:16]2)[CH:12]=[CH:13][CH:14]=1. The yield is 1.00. (4) The reactants are F.F.F.C(N(CC)CC)C.C(N(CC)CC)C.[Si]([O:35][CH2:36][C@H:37]1[O:41][C@@H:40]([N:42]2[CH:49]=[C:48]([CH3:50])[C:46](=[O:47])[NH:45][C:43]2=[O:44])[C@H:39]([O:51][CH2:52][CH2:53][O:54][N:55]([CH3:57])[CH3:56])[C@@H:38]1[OH:58])(C(C)(C)C)(C1C=CC=CC=1)C1C=CC=CC=1.CO. The catalyst is C1COCC1.C(Cl)Cl. The product is [CH3:56][N:55]([CH3:57])[O:54][CH2:53][CH2:52][O:51][C@@H:39]1[C@H:38]([OH:58])[C@@H:37]([CH2:36][OH:35])[O:41][C@H:40]1[N:42]1[CH:49]=[C:48]([CH3:50])[C:46](=[O:47])[NH:45][C:43]1=[O:44]. The yield is 0.925. (5) The reactants are [NH2:1][C:2]1[CH:3]=[C:4]([CH:16]=[CH:17][C:18]=1[NH:19][CH2:20][CH2:21][CH2:22][N:23]([CH3:32])[CH2:24][CH2:25][C:26]1[CH:31]=[CH:30][CH:29]=[CH:28][N:27]=1)[C:5]([N:7]([CH2:12][CH:13]([CH3:15])[CH3:14])[CH2:8][CH:9]([CH3:11])[CH3:10])=[O:6].[C:33](N1C=CN=C1)(N1C=CN=C1)=[S:34]. The catalyst is C1COCC1.ClCCl.O. The product is [CH2:12]([N:7]([CH2:8][CH:9]([CH3:11])[CH3:10])[C:5]([C:4]1[CH:16]=[CH:17][C:18]2[N:19]([CH2:20][CH2:21][CH2:22][N:23]([CH3:32])[CH2:24][CH2:25][C:26]3[CH:31]=[CH:30][CH:29]=[CH:28][N:27]=3)[C:33](=[S:34])[NH:1][C:2]=2[CH:3]=1)=[O:6])[CH:13]([CH3:14])[CH3:15]. The yield is 0.720. (6) The reactants are Cl[C:2]1[N:7]=[C:6]([NH:8][CH:9]2[CH2:11][CH2:10]2)[C:5]([C:12]([F:15])([F:14])[F:13])=[CH:4][N:3]=1.CC1C=CC(S(O)(=O)=O)=CC=1.[NH2:27][C:28]1[C:36]([O:37][CH3:38])=[CH:35][C:31]([C:32]([OH:34])=O)=[C:30]([F:39])[CH:29]=1.CCN(C(C)C)C(C)C.CN(C(ON1N=NC2C=CC=NC1=2)=[N+](C)C)C.F[P-](F)(F)(F)(F)F.[NH:73]1[CH2:78][CH2:77][O:76][CH2:75][CH2:74]1.C(=O)(O)[O-].[Na+]. The catalyst is O1CCOCC1.C(Cl)Cl. The product is [CH:9]1([NH:8][C:6]2[C:5]([C:12]([F:15])([F:14])[F:13])=[CH:4][N:3]=[C:2]([NH:27][C:28]3[C:36]([O:37][CH3:38])=[CH:35][C:31]([C:32]([N:73]4[CH2:78][CH2:77][O:76][CH2:75][CH2:74]4)=[O:34])=[C:30]([F:39])[CH:29]=3)[N:7]=2)[CH2:11][CH2:10]1. The yield is 0.160.